This data is from Forward reaction prediction with 1.9M reactions from USPTO patents (1976-2016). The task is: Predict the product of the given reaction. (1) Given the reactants C[O:2][C:3]([C:5]1[N:10]=[C:9]([S:11][C:12]2[CH:17]=[CH:16][C:15]([NH:18][C:19](=[O:22])[CH2:20][CH3:21])=[CH:14][CH:13]=2)[N:8]=[C:7]([NH:23][C:24]2[NH:25][N:26]=[C:27]([CH3:29])[CH:28]=2)[CH:6]=1)=O.[BH4-].[Li+], predict the reaction product. The product is: [OH:2][CH2:3][C:5]1[N:10]=[C:9]([S:11][C:12]2[CH:13]=[CH:14][C:15]([NH:18][C:19](=[O:22])[CH2:20][CH3:21])=[CH:16][CH:17]=2)[N:8]=[C:7]([NH:23][C:24]2[NH:25][N:26]=[C:27]([CH3:29])[CH:28]=2)[CH:6]=1. (2) Given the reactants [CH3:1][N:2]([CH3:30])[C:3]([N:5]1[CH2:10][CH2:9][N:8]([C:11]2[CH:29]=[CH:28][C:14]3[NH:15][C:16]([C:18]4[CH:23]=[CH:22][C:21]([NH2:24])=[C:20]([N+:25]([O-])=O)[CH:19]=4)=[N:17][C:13]=3[CH:12]=2)[CH2:7][CH2:6]1)=[O:4], predict the reaction product. The product is: [CH3:1][N:2]([CH3:30])[C:3]([N:5]1[CH2:6][CH2:7][N:8]([C:11]2[CH:29]=[CH:28][C:14]3[NH:15][C:16]([C:18]4[CH:23]=[CH:22][C:21]([NH2:24])=[C:20]([NH2:25])[CH:19]=4)=[N:17][C:13]=3[CH:12]=2)[CH2:9][CH2:10]1)=[O:4]. (3) Given the reactants [NH2:1][CH2:2][C@H:3]1[O:7][C@@H:6]([N:8]2[CH:15]=[CH:14][C:12](=[O:13])[NH:11][C:9]2=[O:10])[CH2:5][C@@H:4]1[OH:16].[C:17](Cl)([C:30]1[CH:35]=[CH:34][CH:33]=[CH:32][CH:31]=1)([C:24]1[CH:29]=[CH:28][CH:27]=[CH:26][CH:25]=1)[C:18]1[CH:23]=[CH:22][CH:21]=[CH:20][CH:19]=1, predict the reaction product. The product is: [C:17]([NH:1][CH2:2][C@H:3]1[O:7][C@@H:6]([N:8]2[CH:15]=[CH:14][C:12](=[O:13])[NH:11][C:9]2=[O:10])[CH2:5][C@@H:4]1[OH:16])([C:18]1[CH:23]=[CH:22][CH:21]=[CH:20][CH:19]=1)([C:30]1[CH:31]=[CH:32][CH:33]=[CH:34][CH:35]=1)[C:24]1[CH:25]=[CH:26][CH:27]=[CH:28][CH:29]=1. (4) Given the reactants [C:1]([C:5]1[CH:10]=[CH:9][N:8]=[CH:7][CH:6]=1)([CH3:4])([CH3:3])[CH3:2].OO.[O-:13]S([O-])(=O)=O.[Mg+2], predict the reaction product. The product is: [C:1]([C:5]1[CH:10]=[CH:9][N+:8]([O-:13])=[CH:7][CH:6]=1)([CH3:4])([CH3:3])[CH3:2]. (5) Given the reactants [C:1](Cl)([C:14]1[CH:19]=[CH:18][CH:17]=[CH:16][CH:15]=1)([C:8]1[CH:13]=[CH:12][CH:11]=[CH:10][CH:9]=1)[C:2]1[CH:7]=[CH:6][CH:5]=[CH:4][CH:3]=1.[Si:21]([O:28][C@@H:29]([CH2:36][CH2:37][O:38][Si:39]([C:42]([CH3:45])([CH3:44])[CH3:43])([CH3:41])[CH3:40])[C@H:30]([CH3:35])/[CH:31]=[CH:32]/[CH2:33][OH:34])([C:24]([CH3:27])([CH3:26])[CH3:25])([CH3:23])[CH3:22], predict the reaction product. The product is: [Si:21]([O:28][C@@H:29]([CH2:36][CH2:37][O:38][Si:39]([C:42]([CH3:43])([CH3:45])[CH3:44])([CH3:40])[CH3:41])[C@H:30]([CH3:35])/[CH:31]=[CH:32]/[CH2:33][O:34][C:1]([C:14]1[CH:19]=[CH:18][CH:17]=[CH:16][CH:15]=1)([C:8]1[CH:13]=[CH:12][CH:11]=[CH:10][CH:9]=1)[C:2]1[CH:7]=[CH:6][CH:5]=[CH:4][CH:3]=1)([C:24]([CH3:25])([CH3:26])[CH3:27])([CH3:23])[CH3:22]. (6) Given the reactants [Cl:1][C:2]1[CH:3]=[C:4]([S:9]([NH:12][CH2:13][C:14]2[N:15]=[CH:16][C:17]([C:24](O)=[O:25])=[N:18][C:19]=2[C:20]([F:23])([F:22])[F:21])(=[O:11])=[O:10])[CH:5]=[CH:6][C:7]=1[F:8].C(N(CC)CC)C.CCCP1(OP(CCC)(=O)OP(CCC)(=O)O1)=O.Cl.[CH3:53][C:54]1[S:55][C:56]([CH2:59][NH2:60])=[CH:57][N:58]=1, predict the reaction product. The product is: [Cl:1][C:2]1[CH:3]=[C:4]([S:9]([NH:12][CH2:13][C:14]2[N:15]=[CH:16][C:17]([C:24]([NH:60][CH2:59][C:56]3[S:55][C:54]([CH3:53])=[N:58][CH:57]=3)=[O:25])=[N:18][C:19]=2[C:20]([F:23])([F:21])[F:22])(=[O:11])=[O:10])[CH:5]=[CH:6][C:7]=1[F:8]. (7) Given the reactants [N:1]1[N:2]([C:6]2[N:11]=[C:10]([NH2:12])[CH:9]=[CH:8][CH:7]=2)[N:3]=[CH:4][CH:5]=1.C(=O)([O-])[O-].[Cs+].[Cs+].Br[C:20]1[CH:21]=[C:22]([NH:28][C@@H:29]2[CH2:34][CH2:33][CH2:32][CH2:31][C@@H:30]2[NH:35][C:36](=[O:42])[O:37][C:38]([CH3:41])([CH3:40])[CH3:39])[CH:23]=[N:24][C:25]=1[C:26]#[N:27].CC1(C)C2C(=C(P(C3C=CC=CC=3)C3C=CC=CC=3)C=CC=2)OC2C(P(C3C=CC=CC=3)C3C=CC=CC=3)=CC=CC1=2, predict the reaction product. The product is: [C:26]([C:25]1[N:24]=[CH:23][C:22]([NH:28][C@@H:29]2[CH2:34][CH2:33][CH2:32][CH2:31][C@@H:30]2[NH:35][C:36](=[O:42])[O:37][C:38]([CH3:40])([CH3:39])[CH3:41])=[CH:21][C:20]=1[NH:12][C:10]1[CH:9]=[CH:8][CH:7]=[C:6]([N:2]2[N:3]=[CH:4][CH:5]=[N:1]2)[N:11]=1)#[N:27].